Task: Regression. Given two drug SMILES strings and cell line genomic features, predict the synergy score measuring deviation from expected non-interaction effect.. Dataset: NCI-60 drug combinations with 297,098 pairs across 59 cell lines (1) Cell line: UO-31. Synergy scores: CSS=23.0, Synergy_ZIP=-4.82, Synergy_Bliss=4.60, Synergy_Loewe=2.19, Synergy_HSA=6.03. Drug 2: CCC1(C2=C(COC1=O)C(=O)N3CC4=CC5=C(C=CC(=C5CN(C)C)O)N=C4C3=C2)O.Cl. Drug 1: CC(C1=C(C=CC(=C1Cl)F)Cl)OC2=C(N=CC(=C2)C3=CN(N=C3)C4CCNCC4)N. (2) Synergy scores: CSS=34.3, Synergy_ZIP=0.259, Synergy_Bliss=0.148, Synergy_Loewe=-1.15, Synergy_HSA=-0.963. Drug 2: B(C(CC(C)C)NC(=O)C(CC1=CC=CC=C1)NC(=O)C2=NC=CN=C2)(O)O. Cell line: 786-0. Drug 1: C1C(C(OC1N2C=NC(=NC2=O)N)CO)O.